Dataset: Full USPTO retrosynthesis dataset with 1.9M reactions from patents (1976-2016). Task: Predict the reactants needed to synthesize the given product. (1) Given the product [Cl:20][C:21]1[CH:29]=[CH:28][C:24]([C:25]([NH:1][CH:2]2[C:8]3=[N:9][C:10]([C:14]4[CH:19]=[CH:18][N:17]=[CH:16][N:15]=4)=[CH:11][C:12](=[O:13])[N:7]3[CH2:6][CH2:5][O:4][CH2:3]2)=[O:26])=[C:23]([O:30][CH3:31])[CH:22]=1, predict the reactants needed to synthesize it. The reactants are: [NH2:1][CH:2]1[C:8]2=[N:9][C:10]([C:14]3[CH:19]=[CH:18][N:17]=[CH:16][N:15]=3)=[CH:11][C:12](=[O:13])[N:7]2[CH2:6][CH2:5][O:4][CH2:3]1.[Cl:20][C:21]1[CH:29]=[CH:28][C:24]([C:25](O)=[O:26])=[C:23]([O:30][CH3:31])[CH:22]=1.C(P(=O)(OCC)OCC)#N.C(N(CC)CC)C. (2) Given the product [Cl:6][C:7]1[CH:8]=[CH:9][C:10]2[C:13]([C:2]([O:4][CH3:36])=[O:3])=[N:14][N:15]([C:16]([C:29]3[CH:34]=[CH:33][CH:32]=[CH:31][CH:30]=3)([C:23]3[CH:28]=[CH:27][CH:26]=[CH:25][CH:24]=3)[C:17]3[CH:22]=[CH:21][CH:20]=[CH:19][CH:18]=3)[C:11]=2[N:12]=1, predict the reactants needed to synthesize it. The reactants are: C[C:2]([O-:4])=[O:3].[Na+].[Cl:6][C:7]1[N:12]=[CH:11][C:10]2[C:13](I)=[N:14][N:15]([C:16]([C:29]3[CH:34]=[CH:33][CH:32]=[CH:31][CH:30]=3)([C:23]3[CH:28]=[CH:27][CH:26]=[CH:25][CH:24]=3)[C:17]3[CH:22]=[CH:21][CH:20]=[CH:19][CH:18]=3)[C:9]=2[CH:8]=1.[CH3:36]O. (3) Given the product [F:1][C:2]1[CH:8]=[CH:7][CH:6]=[CH:5][C:3]=1[NH:4][C:41](=[O:42])[C:40]1[CH:44]=[CH:45][CH:46]=[CH:47][C:39]=1[CH2:38][N:19]1[C:20]2[C:25](=[CH:24][CH:23]=[CH:22][CH:21]=2)[C:26]2([CH2:30][O:29][C:28]3[CH:31]=[C:32]4[C:36](=[CH:37][C:27]2=3)[CH2:35][CH2:34][O:33]4)[C:18]1=[O:17], predict the reactants needed to synthesize it. The reactants are: [F:1][C:2]1[CH:8]=[CH:7][CH:6]=[CH:5][C:3]=1[NH2:4].C1(CN)CCCCC1.[O:17]=[C:18]1[C:26]2([CH2:30][O:29][C:28]3[CH:31]=[C:32]4[C:36](=[CH:37][C:27]2=3)[CH2:35][CH2:34][O:33]4)[C:25]2[C:20](=[CH:21][CH:22]=[CH:23][CH:24]=2)[N:19]1[CH2:38][C:39]1[CH:47]=[CH:46][CH:45]=[CH:44][C:40]=1[C:41](O)=[O:42].O=C1C2(COC3C=C4C(=CC2=3)CCO4)C2C(=CC=CC=2)N1CC1C=C(C=CC=1)C(O)=O. (4) Given the product [NH2:18][C:17]1[NH:19][C:4](=[O:5])[C:3]2[C:2](=[CH:11][C:10]([C:12]([O:14][CH3:15])=[O:13])=[CH:9][CH:8]=2)[N:1]=1, predict the reactants needed to synthesize it. The reactants are: [NH2:1][C:2]1[CH:11]=[C:10]([C:12]([O:14][CH3:15])=[O:13])[CH:9]=[CH:8][C:3]=1[C:4](OC)=[O:5].Cl.[C:17](Cl)(=[NH:19])[NH2:18].CS(C)(=O)=O. (5) Given the product [Cl:1][C:2]1[N:7]=[CH:6][C:5]2[CH:8]=[N:9][N:10]([CH2:27][O:26][CH2:25][CH2:24][Si:21]([CH3:23])([CH3:22])[CH3:20])[C:4]=2[CH:3]=1, predict the reactants needed to synthesize it. The reactants are: [Cl:1][C:2]1[N:7]=[CH:6][C:5]2[CH:8]=[N:9][NH:10][C:4]=2[CH:3]=1.CCN(C(C)C)C(C)C.[CH3:20][Si:21]([CH2:24][CH2:25][O:26][CH2:27]Cl)([CH3:23])[CH3:22]. (6) Given the product [CH3:1][C:2]1[CH:7]=[C:6]([N:8]2[CH2:12][CH2:11][CH:10]([N:13]3[CH2:17][CH2:16][CH2:15][CH:14]3[CH3:18])[CH2:9]2)[CH:5]=[CH:4][C:3]=1[NH:19][C:29]([C:27]1[CH:26]=[CH:25][C:24]2[O:20][CH2:21][O:22][C:23]=2[CH:28]=1)=[O:30], predict the reactants needed to synthesize it. The reactants are: [CH3:1][C:2]1[CH:7]=[C:6]([N:8]2[CH2:12][CH2:11][CH:10]([N:13]3[CH2:17][CH2:16][CH2:15][CH:14]3[CH3:18])[CH2:9]2)[CH:5]=[CH:4][C:3]=1[NH2:19].[O:20]1[C:24]2[CH:25]=[CH:26][C:27]([C:29](O)=[O:30])=[CH:28][C:23]=2[O:22][CH2:21]1. (7) Given the product [Br:1][C:2]1[C:3]([F:9])=[CH:4][C:5]([NH2:6])=[C:7]([I:17])[CH:8]=1, predict the reactants needed to synthesize it. The reactants are: [Br:1][C:2]1[CH:8]=[CH:7][C:5]([NH2:6])=[CH:4][C:3]=1[F:9].C1C(=O)N([I:17])C(=O)C1.